From a dataset of Full USPTO retrosynthesis dataset with 1.9M reactions from patents (1976-2016). Predict the reactants needed to synthesize the given product. (1) Given the product [CH2:21]([C:16]1[CH:17]=[CH:18][CH:19]=[CH:20][C:15]=1[CH2:14][NH:13][C:4]1[C:5]2[N:6]([C:8]([CH3:12])=[C:9]([CH3:11])[N:10]=2)[CH:7]=[C:2]([N:29]2[CH:34]=[CH:33][CH:32]=[CH:31][C:30]2=[O:35])[CH:3]=1)[CH3:22], predict the reactants needed to synthesize it. The reactants are: Br[C:2]1[CH:3]=[C:4]([NH:13][CH2:14][C:15]2[CH:20]=[CH:19][CH:18]=[CH:17][C:16]=2[CH2:21][CH3:22])[C:5]2[N:6]([C:8]([CH3:12])=[C:9]([CH3:11])[N:10]=2)[CH:7]=1.C(=O)([O-])[O-].[K+].[K+].[NH:29]1[CH:34]=[CH:33][CH:32]=[CH:31][C:30]1=[O:35]. (2) Given the product [CH2:9]([NH:11][C:12]1[CH:17]=[CH:16][C:15]([CH2:18][N:3]2[CH2:8][CH2:7][CH2:6][CH2:5][CH2:4]2)=[CH:14][CH:13]=1)[CH3:10], predict the reactants needed to synthesize it. The reactants are: C=O.[NH:3]1[CH2:8][CH2:7][CH2:6][CH2:5][CH2:4]1.[CH2:9]([NH:11][C:12]1[CH:17]=[CH:16][CH:15]=[CH:14][CH:13]=1)[CH3:10].[C:18](O)(=O)C.